From a dataset of Forward reaction prediction with 1.9M reactions from USPTO patents (1976-2016). Predict the product of the given reaction. (1) Given the reactants [N:1]1[CH:6]=[CH:5][CH:4]=[CH:3][C:2]=1[CH:7]=[O:8].[CH3:9][CH2:10]OCC, predict the reaction product. The product is: [N:1]1[CH:6]=[CH:5][CH:4]=[CH:3][C:2]=1[CH:7]([OH:8])[CH2:9][CH3:10]. (2) Given the reactants C[Si]([N-][Si](C)(C)C)(C)C.[Na+].[NH2:11][C:12]1[C:17]([C:18]([F:21])([F:20])[F:19])=[CH:16][C:15]([CH2:22][CH2:23][C:24]([N:26]2[C@H:30]([CH2:31][C:32]3[CH:37]=[CH:36][CH:35]=[CH:34][CH:33]=3)[CH2:29][O:28][C:27]2=[O:38])=[O:25])=[CH:14][C:13]=1[Cl:39].Br[CH2:41][C:42]([O:44][C:45]([CH3:48])([CH3:47])[CH3:46])=[O:43].[NH4+].[Cl-], predict the reaction product. The product is: [NH2:11][C:12]1[C:17]([C:18]([F:19])([F:20])[F:21])=[CH:16][C:15]([CH2:22][C@H:23]([C:24]([N:26]2[C@H:30]([CH2:31][C:32]3[CH:33]=[CH:34][CH:35]=[CH:36][CH:37]=3)[CH2:29][O:28][C:27]2=[O:38])=[O:25])[CH2:41][C:42]([O:44][C:45]([CH3:48])([CH3:47])[CH3:46])=[O:43])=[CH:14][C:13]=1[Cl:39]. (3) Given the reactants [N:1]1([CH:10]([NH:14][C:15]([O:17][CH2:18][C:19]2[CH:24]=[CH:23][CH:22]=[CH:21][CH:20]=2)=[O:16])[C:11](O)=[O:12])C2C=CC=CC=2N=N1.C(Cl)(=O)C(Cl)=O.[NH2:31][C:32]1[CH:37]=[C:36]([Br:38])[CH:35]=[CH:34][C:33]=1[C:39](=O)[CH3:40].CN1CCOCC1.C([O-])(=O)C.[NH4+].[OH-].[Na+], predict the reaction product. The product is: [Br:38][C:36]1[CH:35]=[CH:34][C:33]2[C:39]([CH3:40])=[N:1][CH:10]([NH:14][C:15](=[O:16])[O:17][CH2:18][C:19]3[CH:24]=[CH:23][CH:22]=[CH:21][CH:20]=3)[C:11](=[O:12])[NH:31][C:32]=2[CH:37]=1. (4) Given the reactants [NH2:1][N:2]1[C:11](=[O:12])[C:10]2[C:5](=[CH:6][CH:7]=[CH:8][CH:9]=2)[N:4]=[C:3]1[CH:13]([CH3:15])[CH3:14].CCCP1(OP(CCC)(=O)OP(CCC)(=O)O1)=O.C([O:37][CH2:38][CH3:39])(=O)C.C(N([CH2:45][CH3:46])CC)C.O1[CH2:51][CH2:50][CH2:49][CH2:48]1, predict the reaction product. The product is: [CH:46]12[CH2:45][CH:50]([CH2:51]1)[CH2:49][CH:48]2[CH2:39][C:38]([NH:1][N:2]1[C:11](=[O:12])[C:10]2[C:5](=[CH:6][CH:7]=[CH:8][CH:9]=2)[N:4]=[C:3]1[CH:13]([CH3:15])[CH3:14])=[O:37]. (5) Given the reactants [CH3:1][C:2]1[CH:7]=[C:6]([O:8][C:9]2[CH:14]=[CH:13][C:12]([O:15][C:16]3[CH:21]=[CH:20][CH:19]=[CH:18][CH:17]=3)=[CH:11][CH:10]=2)[CH:5]=[C:4]([CH3:22])[C:3]=1[C:23]1[N:24]=[C:25]([NH2:28])[S:26][CH:27]=1.C(N(CC)CC)C.Cl.[C:37](Cl)(=[O:44])[C:38]1[CH:43]=[CH:42][N:41]=[CH:40][CH:39]=1, predict the reaction product. The product is: [CH3:1][C:2]1[CH:7]=[C:6]([O:8][C:9]2[CH:10]=[CH:11][C:12]([O:15][C:16]3[CH:21]=[CH:20][CH:19]=[CH:18][CH:17]=3)=[CH:13][CH:14]=2)[CH:5]=[C:4]([CH3:22])[C:3]=1[C:23]1[N:24]=[C:25]([NH:28][C:37](=[O:44])[C:38]2[CH:43]=[CH:42][N:41]=[CH:40][CH:39]=2)[S:26][CH:27]=1. (6) The product is: [CH2:1]([O:4][C:5]1[CH:10]=[CH:9][CH:8]=[C:7]([CH2:11][Br:14])[CH:6]=1)[CH:2]=[CH2:3]. Given the reactants [CH2:1]([O:4][C:5]1[CH:6]=[C:7]([CH2:11]O)[CH:8]=[CH:9][CH:10]=1)[CH:2]=[CH2:3].C(Br)(Br)(Br)[Br:14].C1(P(C2C=CC=CC=2)C2C=CC=CC=2)C=CC=CC=1, predict the reaction product.